Dataset: Reaction yield outcomes from USPTO patents with 853,638 reactions. Task: Predict the reaction yield, written as a fraction of the theoretical maximum amount of product (1.0 means a 100% yield; for example, 0.34 means a 34% yield). (1) The reactants are [CH:1]1([S:6][CH:7]([C:11]2[CH:16]=[CH:15][C:14]([Br:17])=[CH:13][CH:12]=2)[C:8]([OH:10])=O)[CH2:5][CH2:4][CH2:3][CH2:2]1.[NH2:18][C:19]1[CH:24]=[CH:23][CH:22]=[CH:21][N:20]=1. The catalyst is C1COCC1. The product is [CH:1]1([S:6][CH:7]([C:11]2[CH:16]=[CH:15][C:14]([Br:17])=[CH:13][CH:12]=2)[C:8]([NH:18][C:19]2[CH:24]=[CH:23][CH:22]=[CH:21][N:20]=2)=[O:10])[CH2:2][CH2:3][CH2:4][CH2:5]1. The yield is 0.750. (2) The reactants are [CH3:1][C:2]1[N:7]=[CH:6][C:5]([C:8]2([C:14]#N)[CH2:13][CH2:12][O:11][CH2:10][CH2:9]2)=[CH:4][N:3]=1.[OH-:16].[Na+].C[OH:19].O. No catalyst specified. The yield is 0.670. The product is [CH3:1][C:2]1[N:7]=[CH:6][C:5]([C:8]2([C:14]([OH:19])=[O:16])[CH2:13][CH2:12][O:11][CH2:10][CH2:9]2)=[CH:4][N:3]=1. (3) The reactants are [CH2:1]([O:8][CH2:9][C:10]12[CH2:18][CH:14]3[CH2:15][CH:16]([CH2:17]1)[C:12]([NH2:19])([CH2:13]3)[CH2:11]2)[C:2]1[CH:7]=[CH:6][CH:5]=[CH:4][CH:3]=1.CCN(CC)CC.[C:27]([O:31][C:32](O[C:32]([O:31][C:27]([CH3:30])([CH3:29])[CH3:28])=[O:33])=[O:33])([CH3:30])([CH3:29])[CH3:28]. The catalyst is ClCCl. The product is [C:27]([O:31][C:32](=[O:33])[NH:19][C:12]12[CH2:13][CH:14]3[CH2:18][C:10]([CH2:9][O:8][CH2:1][C:2]4[CH:3]=[CH:4][CH:5]=[CH:6][CH:7]=4)([CH2:17][CH:16]1[CH2:15]3)[CH2:11]2)([CH3:30])([CH3:29])[CH3:28]. The yield is 0.880. (4) The reactants are C([O:4][CH2:5][CH:6]1[CH2:11][S:10][CH:9]([CH2:12][O:13]C(=O)C)[CH2:8][S:7]1)(=O)C.C(=O)([O-])O.[Na+]. The catalyst is CO. The product is [OH:4][CH2:5][CH:6]1[CH2:11][S:10][CH:9]([CH2:12][OH:13])[CH2:8][S:7]1. The yield is 0.970. (5) The reactants are [F:1][C:2]1[CH:7]=[CH:6][C:5]([CH:8]2[O:12]C(=O)[N:10]([C:14]([O:16][C:17]([CH3:20])([CH3:19])[CH3:18])=[O:15])[CH:9]2[CH2:21][C:22]2[CH:27]=[CH:26][C:25]([C:28]([F:31])([F:30])[F:29])=[CH:24][CH:23]=2)=[CH:4][CH:3]=1.[OH-].[Na+]. The catalyst is CO.Cl.O. The product is [F:1][C:2]1[CH:7]=[CH:6][C:5]([CH:8]([OH:12])[CH:9]([NH:10][C:14](=[O:15])[O:16][C:17]([CH3:18])([CH3:19])[CH3:20])[CH2:21][C:22]2[CH:27]=[CH:26][C:25]([C:28]([F:31])([F:30])[F:29])=[CH:24][CH:23]=2)=[CH:4][CH:3]=1. The yield is 0.640. (6) The reactants are [CH:1]([C:3]1[C:12](=[O:13])[C:11]2[C:6](=[CH:7][CH:8]=[C:9]([CH3:14])[CH:10]=2)[O:5][CH:4]=1)=O.[CH3:15][O:16][C:17]([C:19]#[C:20][C:21]([O:23][CH3:24])=[O:22])=[O:18].C1(P(C2C=CC=CC=2)C2C=CC=CC=2)C=CC=CC=1.[NH2:44][CH2:45][CH2:46][C:47]1[C:55]2[C:50](=[CH:51][CH:52]=[CH:53][CH:54]=2)[NH:49][CH:48]=1. The catalyst is C1(C)C=CC=CC=1. The product is [CH3:15][O:16][C:17]([C:19]1[C:20]2([C:21]([O:23][CH3:24])=[O:22])[N:44]([CH2:45][CH2:46][C:47]3[C:55]4[C:50](=[CH:51][CH:52]=[CH:53][CH:54]=4)[NH:49][C:48]=32)[CH:4]=[C:3]([C:12](=[O:13])[C:11]2[CH:10]=[C:9]([CH3:14])[CH:8]=[CH:7][C:6]=2[OH:5])[CH:1]=1)=[O:18]. The yield is 0.560. (7) The reactants are [CH3:1][C:2]1[C:7]([CH2:8][C:9](OC)=[O:10])=[CH:6][CH:5]=[CH:4][N:3]=1.[H-].[H-].[H-].[H-].[Li+].[Al+3]. The catalyst is C1COCC1. The product is [CH3:1][C:2]1[C:7]([CH2:8][CH2:9][OH:10])=[CH:6][CH:5]=[CH:4][N:3]=1. The yield is 0.750.